From a dataset of Catalyst prediction with 721,799 reactions and 888 catalyst types from USPTO. Predict which catalyst facilitates the given reaction. (1) Reactant: Br[C:2]1[C:14]2[C:13]3[C:8](=[CH:9][CH:10]=[C:11]([F:15])[CH:12]=3)[NH:7][C:6]=2[C:5]([O:16][CH2:17][CH2:18][N:19]([CH3:21])[CH3:20])=[C:4]2[NH:22][C:23]3[CH:24]=[CH:25][C:26]([F:29])=[CH:27][C:28]=3[C:3]=12.[NH:30]1[CH2:34][CH2:33][CH2:32][CH2:31]1.C1C=CC(P(C2C(C3C(P(C4C=CC=CC=4)C4C=CC=CC=4)=CC=C4C=3C=CC=C4)=C3C(C=CC=C3)=CC=2)C2C=CC=CC=2)=CC=1.CC(C)([O-])C.[Na+]. Product: [F:29][C:26]1[CH:27]=[C:28]2[C:23](=[CH:24][CH:25]=1)[NH:22][C:4]1[C:5]([O:16][CH2:17][CH2:18][N:19]([CH3:21])[CH3:20])=[C:6]3[NH:7][C:8]4[CH:9]=[CH:10][C:11]([F:15])=[CH:12][C:13]=4[C:14]3=[C:2]([N:30]3[CH2:34][CH2:33][CH2:32][CH2:31]3)[C:3]2=1. The catalyst class is: 222. (2) Reactant: [NH:1]1[CH2:6][CH2:5][NH:4][CH2:3][CH2:2]1.[Cl:7][C:8]1[CH:13]=[CH:12][C:11]([N+:14]([O-:16])=[O:15])=[C:10](F)[CH:9]=1. Product: [Cl:7][C:8]1[CH:9]=[CH:10][C:11]([N+:14]([O-:16])=[O:15])=[C:12]([N:1]2[CH2:6][CH2:5][NH:4][CH2:3][CH2:2]2)[CH:13]=1. The catalyst class is: 41. (3) Reactant: [CH3:1][O:2][C:3]1[CH:8]=[CH:7][CH:6]=[C:5]([O:9][CH2:10][O:11][CH3:12])[C:4]=1[O:13][CH3:14].C([Li])CCC.C(O[B:24]1[O:28][C:27]([CH3:30])([CH3:29])[C:26]([CH3:32])([CH3:31])[O:25]1)(C)C. Product: [CH3:14][O:13][C:4]1[C:5]([O:9][CH2:10][O:11][CH3:12])=[C:6]([B:24]2[O:28][C:27]([CH3:30])([CH3:29])[C:26]([CH3:32])([CH3:31])[O:25]2)[CH:7]=[CH:8][C:3]=1[O:2][CH3:1]. The catalyst class is: 27. (4) Reactant: [C:1]([O:4][C@H:5]([C@H:9]1[O:14][CH2:13][CH2:12][N:11]([C:15]2[CH:20]=[CH:19][C:18]([C:21]([F:24])([F:23])[F:22])=[CH:17][CH:16]=2)[C:10]1=[O:25])[C:6](O)=[O:7])(=[O:3])[CH3:2].[NH2:26][C:27]1[CH:32]=[CH:31][C:30]([C:33]2[NH:34][O:35][C:36](=[O:38])[N:37]=2)=[CH:29][CH:28]=1.CCN=C=NCCCN(C)C. Product: [C:1]([O:4][C@H:5]([C@H:9]1[O:14][CH2:13][CH2:12][N:11]([C:15]2[CH:20]=[CH:19][C:18]([C:21]([F:22])([F:24])[F:23])=[CH:17][CH:16]=2)[C:10]1=[O:25])[C:6](=[O:7])[NH:26][C:27]1[CH:28]=[CH:29][C:30]([C:33]2[NH:37][C:36](=[O:38])[O:35][N:34]=2)=[CH:31][CH:32]=1)(=[O:3])[CH3:2]. The catalyst class is: 649. (5) Reactant: [CH3:1][CH:2]([CH3:17])[CH2:3][N:4]1[C:16]2[C:15]3[N:14]=[CH:13][CH:12]=[CH:11][C:10]=3[N:9]=[CH:8][C:7]=2[N:6]=[CH:5]1.ClC1C=C(C=CC=1)C(OO)=[O:23].C(=O)([O-])[O-].[Na+].[Na+]. Product: [CH3:1][CH:2]([CH3:17])[CH2:3][N:4]1[C:16]2[C:15]3[N:14]=[CH:13][CH:12]=[CH:11][C:10]=3[N+:9]([O-:23])=[CH:8][C:7]=2[N:6]=[CH:5]1. The catalyst class is: 22. (6) Reactant: Cl[C:2]1[C:11]2[C:6](=[CH:7][CH:8]=[C:9]([I:12])[CH:10]=2)[N:5]=[CH:4][N:3]=1.[CH3:13][O-:14].[Na+]. Product: [I:12][C:9]1[CH:10]=[C:11]2[C:6](=[CH:7][CH:8]=1)[N:5]=[CH:4][N:3]=[C:2]2[O:14][CH3:13]. The catalyst class is: 5. (7) Reactant: [Cl:1][C:2]1[CH:11]=[C:10]2[C:5]([C:6]([NH:12][CH2:13][C:14]([OH:16])=O)=[CH:7][CH:8]=[N:9]2)=[CH:4][CH:3]=1.C1(C)C=CC(S(O)(=O)=O)=CC=1.[CH:28]([O:41][C:42]([C:44]1[N:45]2[C@H:48]([S:49][CH2:50][C:51]=1[CH3:52])[C@H:47]([NH2:53])[C:46]2=[O:54])=[O:43])([C:35]1[CH:40]=[CH:39][CH:38]=[CH:37][CH:36]=1)[C:29]1[CH:34]=[CH:33][CH:32]=[CH:31][CH:30]=1.P(Cl)(Cl)(Cl)=O.N1C(C)=CC(C)=CC=1C. Product: [ClH:1].[CH:28]([O:41][C:42]([C:44]1[N:45]2[C@H:48]([S:49][CH2:50][C:51]=1[CH3:52])[C@H:47]([NH:53][C:14](=[O:16])[CH2:13][NH:12][C:6]1[C:5]3[C:10](=[CH:11][C:2]([Cl:1])=[CH:3][CH:4]=3)[N:9]=[CH:8][CH:7]=1)[C:46]2=[O:54])=[O:43])([C:29]1[CH:30]=[CH:31][CH:32]=[CH:33][CH:34]=1)[C:35]1[CH:40]=[CH:39][CH:38]=[CH:37][CH:36]=1. The catalyst class is: 7.